From a dataset of Forward reaction prediction with 1.9M reactions from USPTO patents (1976-2016). Predict the product of the given reaction. (1) Given the reactants C([O:3][C:4](=[O:34])[CH:5]([C:10]1[CH:11]=[C:12]([C:24]2[CH:29]=[CH:28][C:27]([C:30]([F:33])([F:32])[F:31])=[CH:26][CH:25]=2)[CH:13]=[C:14](OS(C(F)(F)F)(=O)=O)[CH:15]=1)[CH2:6][CH:7]([CH3:9])[CH3:8])C.[Cl:35][C:36]1[CH:41]=[CH:40][C:39]([Cl:42])=[CH:38][C:37]=1B(O)O, predict the reaction product. The product is: [Cl:35][C:36]1[CH:41]=[CH:40][C:39]([Cl:42])=[CH:38][C:37]=1[C:14]1[CH:15]=[C:10]([CH:5]([CH2:6][CH:7]([CH3:9])[CH3:8])[C:4]([OH:34])=[O:3])[CH:11]=[C:12]([C:24]2[CH:25]=[CH:26][C:27]([C:30]([F:31])([F:32])[F:33])=[CH:28][CH:29]=2)[CH:13]=1. (2) Given the reactants CON(C)[C:4]([C@@H:6]([NH:9][C:10](=[O:16])[O:11][C:12]([CH3:15])([CH3:14])[CH3:13])[CH2:7][CH3:8])=[O:5].[C:18](=O)=O.CC(C)=O.C[Li].C(OCC)C.[Cl-].[NH4+], predict the reaction product. The product is: [CH2:7]([C@H:6]([NH:9][C:10](=[O:16])[O:11][C:12]([CH3:13])([CH3:14])[CH3:15])[C:4](=[O:5])[CH3:18])[CH3:8]. (3) Given the reactants Br[C:2]1[C:3]([N:16]2[CH2:21][CH2:20][CH2:19][CH2:18][CH2:17]2)=[N:4][N:5]2[C:10]([Si:11]([CH3:14])([CH3:13])[CH3:12])=[C:9]([Cl:15])[CH:8]=[CH:7][C:6]=12.C([Li])CCC.[CH:27]([C:29]1[N:34]=[C:33]([C:35]([O:37][CH3:38])=[O:36])[CH:32]=[CH:31][CH:30]=1)=[O:28].[Cl-].[NH4+], predict the reaction product. The product is: [Cl:15][C:9]1[CH:8]=[CH:7][C:6]2[N:5]([N:4]=[C:3]([N:16]3[CH2:21][CH2:20][CH2:19][CH2:18][CH2:17]3)[C:2]=2[CH:27]([OH:28])[C:29]2[N:34]=[C:33]([C:35]([O:37][CH3:38])=[O:36])[CH:32]=[CH:31][CH:30]=2)[C:10]=1[Si:11]([CH3:14])([CH3:13])[CH3:12]. (4) The product is: [F:1][C:2]1[CH:3]=[C:4]2[C:9](=[C:10]([F:12])[CH:11]=1)[O:8][CH2:7][C:6]([CH2:13][CH2:14][C:15]1[CH:24]=[C:23]3[C:18]([CH2:19][CH:20]([CH2:25][CH2:26][CH2:27][CH2:28][CH3:29])[CH2:21][O:22]3)=[CH:17][C:16]=1[F:30])=[CH:5]2. Given the reactants [F:1][C:2]1[CH:3]=[C:4]2[C:9](=[C:10]([F:12])[CH:11]=1)[O:8][CH2:7][C:6]([CH:13]=[CH:14][C:15]1[CH:24]=[C:23]3[C:18]([CH2:19][CH:20]([CH2:25][CH2:26][CH2:27][CH2:28][CH3:29])[CH2:21][O:22]3)=[CH:17][C:16]=1[F:30])=[CH:5]2, predict the reaction product. (5) The product is: [Br:5][C:6]1[S:10][CH:9]=[N:8][C:7]=1[CH:12]([CH3:14])[CH3:13]. Given the reactants [N+]([O-])(O)=O.[Br:5][C:6]1[S:10][C:9](N)=[N:8][C:7]=1[CH:12]([CH3:14])[CH3:13].P(=O)(O)(O)O.N([O-])=O.[Na+].O[PH2]=O, predict the reaction product. (6) The product is: [ClH:52].[ClH:52].[F:10][C:11]1[CH:12]=[C:13]([CH:14]=[CH:15][CH:16]=1)[CH2:17][C:18]1[CH:19]=[C:20]2[C:26]3([CH2:27][CH2:28][NH:29][CH2:30][CH2:31]3)[CH2:25][N:24]([C:39]3[C:40]4[C@H:47]([CH3:48])[CH2:46][CH2:45][C:41]=4[N:42]=[CH:43][N:44]=3)[C:21]2=[CH:22][CH:23]=1. Given the reactants C(O)(C(F)(F)F)=O.[BH4-].[Na+].[F:10][C:11]1[CH:12]=[C:13]([CH:17](O)[C:18]2[CH:19]=[C:20]3[C:26]4([CH2:31][CH2:30][N:29](C(OC(C)(C)C)=O)[CH2:28][CH2:27]4)[CH2:25][N:24]([C:39]4[C:40]5[C@H:47]([CH3:48])[CH2:46][CH2:45][C:41]=5[N:42]=[CH:43][N:44]=4)[C:21]3=[CH:22][CH:23]=2)[CH:14]=[CH:15][CH:16]=1.[OH-].[Na+].[ClH:52], predict the reaction product.